This data is from Full USPTO retrosynthesis dataset with 1.9M reactions from patents (1976-2016). The task is: Predict the reactants needed to synthesize the given product. (1) Given the product [N:27]1([CH2:26][CH2:25][CH2:24][O:21][C:18]2[CH:19]=[CH:20][C:15]([C:9]3([CH2:8][NH:7][C:2]4[CH:3]=[CH:4][CH:5]=[CH:6][N:1]=4)[CH2:10][CH2:11][O:12][CH2:13][CH2:14]3)=[CH:16][CH:17]=2)[CH2:32][CH2:31][CH2:30][CH2:29][CH2:28]1, predict the reactants needed to synthesize it. The reactants are: [N:1]1[CH:6]=[CH:5][CH:4]=[CH:3][C:2]=1[NH:7][CH2:8][C:9]1([C:15]2[CH:20]=[CH:19][C:18]([OH:21])=[CH:17][CH:16]=2)[CH2:14][CH2:13][O:12][CH2:11][CH2:10]1.Cl.Cl[CH2:24][CH2:25][CH2:26][N:27]1[CH2:32][CH2:31][CH2:30][CH2:29][CH2:28]1.C(=O)([O-])[O-].[K+].[K+]. (2) The reactants are: C[O:2][C:3]1[CH:4]=[C:5]([CH:21]=[CH:22][C:23]=1[CH3:24])[CH2:6][NH:7][C:8]1[CH:9]=[C:10]([C:14]2[CH:15]=[C:16]([OH:20])[CH:17]=[CH:18][CH:19]=2)[CH:11]=[N:12][CH:13]=1. Given the product [OH:20][C:16]1[CH:15]=[C:14]([C:10]2[CH:9]=[C:8]([NH:7][CH2:6][C:5]3[CH:21]=[CH:22][C:23]([CH3:24])=[C:3]([OH:2])[CH:4]=3)[CH:13]=[N:12][CH:11]=2)[CH:19]=[CH:18][CH:17]=1, predict the reactants needed to synthesize it.